From a dataset of Catalyst prediction with 721,799 reactions and 888 catalyst types from USPTO. Predict which catalyst facilitates the given reaction. (1) Reactant: [CH3:1][C:2]1[CH:7]=[C:6]([CH3:8])[CH:5]=[C:4]([CH3:9])[C:3]=1[S:10]([NH:13][CH:14]([CH2:19][C:20]1[C:28]2[C:23](=[CH:24][CH:25]=[C:26]([O:29]C)[CH:27]=2)[NH:22][CH:21]=1)[C:15]([F:18])([F:17])[F:16])(=[O:12])=[O:11].B(Br)(Br)Br. Product: [CH3:9][C:4]1[CH:5]=[C:6]([CH3:8])[CH:7]=[C:2]([CH3:1])[C:3]=1[S:10]([NH:13][CH:14]([CH2:19][C:20]1[C:28]2[C:23](=[CH:24][CH:25]=[C:26]([OH:29])[CH:27]=2)[NH:22][CH:21]=1)[C:15]([F:18])([F:16])[F:17])(=[O:12])=[O:11]. The catalyst class is: 4. (2) Reactant: C([O:3][C:4]([C:6]1[N:7]([CH3:16])[N:8]=[CH:9][C:10]=1[C:11]([O:13][CH2:14][CH3:15])=[O:12])=[O:5])C.O.[OH-].[Li+]. Product: [CH2:14]([O:13][C:11]([C:10]1[CH:9]=[N:8][N:7]([CH3:16])[C:6]=1[C:4]([OH:5])=[O:3])=[O:12])[CH3:15]. The catalyst class is: 738. (3) Reactant: [CH3:1][O:2][C:3]1[C:7]2[CH:8]=[N:9][C:10]([NH:12][C:13]([NH:15][C@@H:16]([C:18]3[CH:23]=[CH:22][CH:21]=[CH:20][CH:19]=3)[CH3:17])=[O:14])=[CH:11][C:6]=2[N:5](C(C2C=CC=CC=2)(C2C=CC=CC=2)C2C=CC=CC=2)[N:4]=1.C([SiH](CC)CC)C.C([O-])(O)=O.[Na+]. Product: [CH3:1][O:2][C:3]1[C:7]2[CH:8]=[N:9][C:10]([NH:12][C:13]([NH:15][C@@H:16]([C:18]3[CH:23]=[CH:22][CH:21]=[CH:20][CH:19]=3)[CH3:17])=[O:14])=[CH:11][C:6]=2[NH:5][N:4]=1. The catalyst class is: 67. (4) Reactant: [N:1]1[NH:2][N:3]=[N:4][C:5]=1[CH2:6][NH:7][C:8]([C@@H:10]1[CH2:18][C:17]2[C:12](=[CH:13][CH:14]=[CH:15][CH:16]=2)[N:11]1[C:19](=[O:49])[CH2:20][NH:21][C:22](=[O:48])[C@@H:23]([NH:28][C:29](=[O:47])[CH2:30][C@H:31]([NH:39]C(OC(C)(C)C)=O)[C:32]([O:34]C(C)(C)C)=[O:33])[C@@H:24]([CH3:27])[CH2:25][CH3:26])=[O:9]. Product: [NH2:39][C@@H:31]([CH2:30][C:29](=[O:47])[NH:28][C@H:23]([C:22](=[O:48])[NH:21][CH2:20][C:19](=[O:49])[N:11]1[C:12]2[C:17](=[CH:16][CH:15]=[CH:14][CH:13]=2)[CH2:18][C@H:10]1[C:8](=[O:9])[NH:7][CH2:6][C:5]1[N:4]=[N:3][NH:2][N:1]=1)[C@@H:24]([CH3:27])[CH2:25][CH3:26])[C:32]([OH:34])=[O:33]. The catalyst class is: 617. (5) Reactant: O[CH:2]1[C:6]2([CH2:11][CH2:10][N:9]([C:12]([O:14][C:15]([CH3:18])([CH3:17])[CH3:16])=[O:13])[CH2:8][CH2:7]2)[C:5](=[O:19])[N:4]([C:20]2[CH2:21][O:22][C:23](=[O:25])[CH:24]=2)[CH:3]1[CH3:26].C1C=CC(P(C2C=CC=CC=2)C2C=CC=CC=2)=CC=1.N1C=CN=C1.[I:51]I. Product: [I:51][CH:2]1[C:6]2([CH2:11][CH2:10][N:9]([C:12]([O:14][C:15]([CH3:18])([CH3:17])[CH3:16])=[O:13])[CH2:8][CH2:7]2)[C:5](=[O:19])[N:4]([C:20]2[CH2:21][O:22][C:23](=[O:25])[CH:24]=2)[CH:3]1[CH3:26]. The catalyst class is: 11. (6) Reactant: [CH2:1]([N:8]1[C:16]2[C:15](=[O:17])[NH:14][C:13](=[O:18])[N:12]([CH3:19])[C:11]=2[N:10]=[CH:9]1)[C:2]1[CH:7]=[CH:6][CH:5]=[CH:4][CH:3]=1.[H-].[Na+].[C:22]([O:25][C@@H:26]([CH3:32])[CH2:27][CH2:28][CH2:29][CH2:30]Br)(=[O:24])[CH3:23]. Product: [C:22]([O:25][C@@H:26]([CH3:32])[CH2:27][CH2:28][CH2:29][CH2:30][N:14]1[C:15](=[O:17])[C:16]2[N:8]([CH2:1][C:2]3[CH:7]=[CH:6][CH:5]=[CH:4][CH:3]=3)[CH:9]=[N:10][C:11]=2[N:12]([CH3:19])[C:13]1=[O:18])(=[O:24])[CH3:23]. The catalyst class is: 16. (7) Reactant: [I:1][C:2]1[CH:3]=[C:4]([CH:7]=[C:8]([O:12][CH3:13])[C:9]=1[O:10][CH3:11])[CH:5]=[O:6].S(=O)(=O)([OH:16])N.[O-]Cl=O.[Na+]. Product: [CH3:13][O:12][C:8]1[CH:7]=[C:4]([CH:3]=[C:2]([I:1])[C:9]=1[O:10][CH3:11])[C:5]([OH:16])=[O:6]. The catalyst class is: 144. (8) Reactant: [CH3:1][C:2]([CH3:9])([C:7]#[CH:8])[C:3](OC)=[O:4].[C:10](#[N:12])[CH3:11].[H-].[Na+]. Product: [CH3:1][C:2]([CH3:9])([C:7]#[CH:8])[C:3](=[O:4])[CH2:11][C:10]#[N:12]. The catalyst class is: 1.